Dataset: Full USPTO retrosynthesis dataset with 1.9M reactions from patents (1976-2016). Task: Predict the reactants needed to synthesize the given product. (1) Given the product [CH3:27][N:17]([C:14]1[CH:13]=[CH:12][C:11]([B:6]2[O:5][C:4]([CH3:24])([CH3:3])[C:8]([CH3:9])([CH3:10])[O:7]2)=[CH:16][CH:15]=1)[CH:18]1[CH2:23][CH2:22][O:21][CH2:20][CH2:19]1, predict the reactants needed to synthesize it. The reactants are: C=O.[CH3:3][C:4]1([CH3:24])[C:8]([CH3:10])([CH3:9])[O:7][B:6]([C:11]2[CH:16]=[CH:15][C:14]([NH:17][CH:18]3[CH2:23][CH2:22][O:21][CH2:20][CH2:19]3)=[CH:13][CH:12]=2)[O:5]1.[BH-](OC(C)=O)(OC(C)=O)O[C:27](C)=O.[Na+]. (2) Given the product [CH3:27][C:26]1[CH:28]=[CH:29][C:23]([S:20]([O:19][CH2:18][CH2:17][C@H:15]2[CH2:16][C@@H:14]2[CH:11]2[CH2:12][CH2:13][N:8]([C:5]3[N:6]=[CH:7][C:2]([Cl:1])=[CH:3][N:4]=3)[CH2:9][CH2:10]2)(=[O:22])=[O:21])=[CH:24][CH:25]=1, predict the reactants needed to synthesize it. The reactants are: [Cl:1][C:2]1[CH:3]=[N:4][C:5]([N:8]2[CH2:13][CH2:12][CH:11]([CH:14]3[CH2:16][CH:15]3[CH2:17][CH2:18][OH:19])[CH2:10][CH2:9]2)=[N:6][CH:7]=1.[S:20](Cl)([C:23]1[CH:29]=[CH:28][C:26]([CH3:27])=[CH:25][CH:24]=1)(=[O:22])=[O:21].